Dataset: Reaction yield outcomes from USPTO patents with 853,638 reactions. Task: Predict the reaction yield, written as a fraction of the theoretical maximum amount of product (1.0 means a 100% yield; for example, 0.34 means a 34% yield). The reactants are [S:1]1[C:5]2[CH:6]=[CH:7][CH:8]=[CH:9][C:4]=2[N:3]=[C:2]1[C:10]1[C:18]2[CH2:17][CH2:16][N:15]([CH3:19])[CH2:14][C:13]=2[S:12][C:11]=1[NH:20][C:21]([CH:23]1[CH2:25][CH2:24]1)=[O:22].[ClH:26]. The catalyst is C(OCC)(=O)C.C(OCC)C. The product is [Cl-:26].[S:1]1[C:5]2[CH:6]=[CH:7][CH:8]=[CH:9][C:4]=2[N:3]=[C:2]1[C:10]1[C:18]2[CH2:17][CH2:16][NH+:15]([CH3:19])[CH2:14][C:13]=2[S:12][C:11]=1[NH:20][C:21]([CH:23]1[CH2:25][CH2:24]1)=[O:22]. The yield is 0.970.